This data is from Full USPTO retrosynthesis dataset with 1.9M reactions from patents (1976-2016). The task is: Predict the reactants needed to synthesize the given product. (1) Given the product [OH:2][C:3]1[CH:4]=[C:5](/[CH:9]=[CH:10]/[C:11]2[N:16]=[C:15]([CH3:17])[CH:14]=[C:13]([N:18]3[CH2:22][CH2:21][CH2:20][CH2:19]3)[N:12]=2)[CH:6]=[CH:7][CH:8]=1, predict the reactants needed to synthesize it. The reactants are: C[O:2][C:3]1[CH:4]=[C:5](/[CH:9]=[CH:10]/[C:11]2[N:16]=[C:15]([CH3:17])[CH:14]=[C:13]([N:18]3[CH2:22][CH2:21][CH2:20][CH2:19]3)[N:12]=2)[CH:6]=[CH:7][CH:8]=1.ClC1C=C(C)N=C(/C=C/C2C=CC=C(OC)C=2)N=1.B(Br)(Br)Br. (2) Given the product [C:1]1([C:11]2[CH:15]=[C:14]3[N:16]=[CH:17][CH:18]=[CH:19][N:13]3[N:12]=2)[C:10]2[C:5](=[CH:6][CH:7]=[CH:8][CH:9]=2)[CH:4]=[CH:3][CH:2]=1, predict the reactants needed to synthesize it. The reactants are: [C:1]1([C:11]2[CH:15]=[C:14]([NH2:16])[NH:13][N:12]=2)[C:10]2[C:5](=[CH:6][CH:7]=[CH:8][CH:9]=2)[CH:4]=[CH:3][CH:2]=1.[C:17](OC)(=O)[CH2:18][C:19](OC)=O.C(O)C.C[O-].[Na+].CO. (3) Given the product [CH3:17][O:11][C:10]([CH2:9][CH2:8][CH2:7][CH2:6][C@H:4]1[C@@H:3]2[C@@H:2]([NH:16][C:14]([NH:13]2)=[O:15])[CH2:1][S:5]1)=[O:12], predict the reactants needed to synthesize it. The reactants are: [CH2:1]1[S:5][C@@H:4]([CH2:6][CH2:7][CH2:8][CH2:9][C:10]([OH:12])=[O:11])[C@H:3]2[NH:13][C:14]([NH:16][C@@H:2]12)=[O:15].[C:17](Cl)(=O)C. (4) Given the product [C:7]([N:10]1[CH2:11][CH2:12][C:13]2([N:17]([C:18]3[CH:23]=[CH:22][C:21]([CH3:24])=[CH:20][CH:19]=3)[C:16](=[O:25])[N:15]([CH2:30][C:31]([NH:33][C:34]3[C:39]([CH:40]([CH3:41])[CH3:42])=[CH:38][CH:37]=[CH:36][C:35]=3[CH:43]([CH3:45])[CH3:44])=[O:32])[C:14]2=[O:26])[CH2:27][CH2:28]1)(=[O:9])[CH3:8], predict the reactants needed to synthesize it. The reactants are: C(=O)([O-])[O-].[K+].[K+].[C:7]([N:10]1[CH2:28][CH2:27][C:13]2([N:17]([C:18]3[CH:23]=[CH:22][C:21]([CH3:24])=[CH:20][CH:19]=3)[C:16](=[O:25])[NH:15][C:14]2=[O:26])[CH2:12][CH2:11]1)(=[O:9])[CH3:8].Cl[CH2:30][C:31]([NH:33][C:34]1[C:39]([CH:40]([CH3:42])[CH3:41])=[CH:38][CH:37]=[CH:36][C:35]=1[CH:43]([CH3:45])[CH3:44])=[O:32].O. (5) Given the product [Cl:12][C:13]1[N:14]=[N:15][C:16]([Cl:20])=[CH:17][C:18]=1[O:8][CH2:7][CH:5]1[CH2:4][O:3][C:2]([CH3:9])([CH3:1])[O:6]1, predict the reactants needed to synthesize it. The reactants are: [CH3:1][C:2]1([CH3:9])[O:6][CH:5]([CH2:7][OH:8])[CH2:4][O:3]1.[H-].[Na+].[Cl:12][C:13]1[N:14]=[N:15][C:16]([Cl:20])=[CH:17][C:18]=1Cl. (6) The reactants are: C(OC(=O)[NH:7][C:8]1[CH:13]=[CH:12][C:11]([C:14]([F:17])([F:16])[F:15])=[CH:10][C:9]=1[NH:18][C:19](=[O:35])[CH2:20][C:21](=O)[C:22]1[CH:27]=[CH:26][CH:25]=[C:24]([C:28]2[CH:33]=[N:32][CH:31]=[CH:30][N:29]=2)[CH:23]=1)(C)(C)C.C(O)(C(F)(F)F)=O. Given the product [N:29]1[CH:30]=[CH:31][N:32]=[CH:33][C:28]=1[C:24]1[CH:23]=[C:22]([C:21]2[CH2:20][C:19](=[O:35])[NH:18][C:9]3[CH:10]=[C:11]([C:14]([F:17])([F:16])[F:15])[CH:12]=[CH:13][C:8]=3[N:7]=2)[CH:27]=[CH:26][CH:25]=1, predict the reactants needed to synthesize it.